This data is from Full USPTO retrosynthesis dataset with 1.9M reactions from patents (1976-2016). The task is: Predict the reactants needed to synthesize the given product. (1) Given the product [ClH:40].[NH2:20][CH2:19][C:8]1[N:9]([CH2:15][CH:16]([CH3:18])[CH3:17])[C:10](=[O:14])[C:11]2[C:6]([C:7]=1[C:28]1[CH:33]=[CH:32][CH:31]=[CH:30][CH:29]=1)=[CH:5][C:4]([CH2:3][C:1]#[N:2])=[CH:13][CH:12]=2, predict the reactants needed to synthesize it. The reactants are: [C:1]([CH2:3][C:4]1[CH:5]=[C:6]2[C:11](=[CH:12][CH:13]=1)[C:10](=[O:14])[N:9]([CH2:15][CH:16]([CH3:18])[CH3:17])[C:8]([CH2:19][NH:20]C(=O)OC(C)(C)C)=[C:7]2[C:28]1[CH:33]=[CH:32][CH:31]=[CH:30][CH:29]=1)#[N:2].C(OC(=O)C)C.[ClH:40]. (2) Given the product [CH3:27][C:21]1[C:22]([CH3:26])=[CH:23][CH:24]=[CH:25][C:20]=1[C:18]1[N:17]=[C:16]([NH2:28])[N:15]=[C:14]([NH:12][CH2:11][CH2:10][C:3]2[C:4]3[C:9](=[CH:8][CH:7]=[CH:6][CH:5]=3)[NH:1][CH:2]=2)[CH:19]=1, predict the reactants needed to synthesize it. The reactants are: [NH:1]1[C:9]2[C:4](=[CH:5][CH:6]=[CH:7][CH:8]=2)[C:3]([CH2:10][CH2:11][NH2:12])=[CH:2]1.Cl[C:14]1[CH:19]=[C:18]([C:20]2[CH:25]=[CH:24][CH:23]=[C:22]([CH3:26])[C:21]=2[CH3:27])[N:17]=[C:16]([NH2:28])[N:15]=1.